The task is: Predict the reactants needed to synthesize the given product.. This data is from Full USPTO retrosynthesis dataset with 1.9M reactions from patents (1976-2016). (1) Given the product [Br:1][C:2]1[CH:3]=[CH:4][C:5]2[N:6]([C:8]([C:16]3[CH:17]=[CH:18][C:13]([Cl:12])=[CH:14][C:15]=3[F:22])=[CH:9][N:10]=2)[CH:7]=1, predict the reactants needed to synthesize it. The reactants are: [Br:1][C:2]1[CH:3]=[CH:4][C:5]2[N:6]([C:8](I)=[CH:9][N:10]=2)[CH:7]=1.[Cl:12][C:13]1[CH:18]=[CH:17][C:16](B(O)O)=[C:15]([F:22])[CH:14]=1. (2) The reactants are: [Br:1][C:2]1[C:10]([CH3:11])=[CH:9][CH:8]=[CH:7][C:3]=1[C:4](O)=[O:5].[H-].[H-].[H-].[H-].[Li+].[Al+3]. Given the product [Br:1][C:2]1[C:10]([CH3:11])=[CH:9][CH:8]=[CH:7][C:3]=1[CH2:4][OH:5], predict the reactants needed to synthesize it. (3) The reactants are: [Cl:1][C:2]1[CH:3]=[N:4][CH:5]=[C:6]([Cl:21])[C:7]=1[CH2:8][C:9]([C:11]1[CH:16]=[CH:15][C:14]([O:17][CH3:18])=[C:13]([OH:19])[C:12]=1O)=[O:10].[C:22]([O-:25])([O-])=O.[K+].[K+].[CH2:28](I)[CH3:29].O.[CH3:32]N(C=O)C. Given the product [Cl:1][C:2]1[CH:3]=[N:4][CH:5]=[C:6]([Cl:21])[C:7]=1[CH2:8][C:9]([C:11]1[CH:16]=[CH:15][C:14]([O:17][CH3:18])=[C:13]([O:19][CH2:28][CH3:29])[C:12]=1[O:25][CH2:22][CH3:32])=[O:10], predict the reactants needed to synthesize it.